Dataset: Full USPTO retrosynthesis dataset with 1.9M reactions from patents (1976-2016). Task: Predict the reactants needed to synthesize the given product. (1) Given the product [Br:12][CH2:13][CH2:14][CH2:15][N:1]1[CH:5]=[CH:4][CH:3]=[N:2]1, predict the reactants needed to synthesize it. The reactants are: [NH:1]1[CH:5]=[CH:4][CH:3]=[N:2]1.C([O-])([O-])=O.[K+].[K+].[Br:12][CH2:13][CH2:14][CH2:15]Br. (2) Given the product [CH:27]1([S:30]([C:33]2[CH:34]=[C:35]([NH:36][C:2]3[N:7]=[C:6]([O:8][C:9]4[C:18]5[C:13](=[CH:14][CH:15]=[CH:16][CH:17]=5)[C:12]([NH:19][C:20](=[O:26])[O:21][C:22]([CH3:25])([CH3:24])[CH3:23])=[CH:11][CH:10]=4)[CH:5]=[CH:4][N:3]=3)[CH:37]=[C:38]([O:40][CH3:41])[CH:39]=2)(=[O:31])=[O:32])[CH2:29][CH2:28]1, predict the reactants needed to synthesize it. The reactants are: Cl[C:2]1[N:7]=[C:6]([O:8][C:9]2[C:18]3[C:13](=[CH:14][CH:15]=[CH:16][CH:17]=3)[C:12]([NH:19][C:20](=[O:26])[O:21][C:22]([CH3:25])([CH3:24])[CH3:23])=[CH:11][CH:10]=2)[CH:5]=[CH:4][N:3]=1.[CH:27]1([S:30]([C:33]2[CH:34]=[C:35]([CH:37]=[C:38]([O:40][CH3:41])[CH:39]=2)[NH2:36])(=[O:32])=[O:31])[CH2:29][CH2:28]1.